Dataset: NCI-60 drug combinations with 297,098 pairs across 59 cell lines. Task: Regression. Given two drug SMILES strings and cell line genomic features, predict the synergy score measuring deviation from expected non-interaction effect. (1) Drug 1: CC12CCC3C(C1CCC2=O)CC(=C)C4=CC(=O)C=CC34C. Drug 2: CCC1(CC2CC(C3=C(CCN(C2)C1)C4=CC=CC=C4N3)(C5=C(C=C6C(=C5)C78CCN9C7C(C=CC9)(C(C(C8N6C)(C(=O)OC)O)OC(=O)C)CC)OC)C(=O)OC)O.OS(=O)(=O)O. Cell line: OVCAR3. Synergy scores: CSS=57.8, Synergy_ZIP=-1.93, Synergy_Bliss=-4.34, Synergy_Loewe=-8.25, Synergy_HSA=-2.92. (2) Drug 1: CC1=C(C=C(C=C1)NC(=O)C2=CC=C(C=C2)CN3CCN(CC3)C)NC4=NC=CC(=N4)C5=CN=CC=C5. Drug 2: B(C(CC(C)C)NC(=O)C(CC1=CC=CC=C1)NC(=O)C2=NC=CN=C2)(O)O. Cell line: HS 578T. Synergy scores: CSS=42.0, Synergy_ZIP=-3.71, Synergy_Bliss=-2.72, Synergy_Loewe=-0.126, Synergy_HSA=-0.0611. (3) Drug 1: CC1OCC2C(O1)C(C(C(O2)OC3C4COC(=O)C4C(C5=CC6=C(C=C35)OCO6)C7=CC(=C(C(=C7)OC)O)OC)O)O. Drug 2: C1=NC2=C(N=C(N=C2N1C3C(C(C(O3)CO)O)O)F)N. Cell line: SNB-19. Synergy scores: CSS=30.7, Synergy_ZIP=-6.05, Synergy_Bliss=-3.92, Synergy_Loewe=-4.96, Synergy_HSA=-1.77. (4) Drug 1: CC=C1C(=O)NC(C(=O)OC2CC(=O)NC(C(=O)NC(CSSCCC=C2)C(=O)N1)C(C)C)C(C)C. Drug 2: C1=CC=C(C(=C1)C(C2=CC=C(C=C2)Cl)C(Cl)Cl)Cl. Cell line: NCI-H226. Synergy scores: CSS=32.5, Synergy_ZIP=-0.699, Synergy_Bliss=0.266, Synergy_Loewe=-40.1, Synergy_HSA=-2.30. (5) Drug 1: CNC(=O)C1=CC=CC=C1SC2=CC3=C(C=C2)C(=NN3)C=CC4=CC=CC=N4. Drug 2: CC1C(C(=O)NC(C(=O)N2CCCC2C(=O)N(CC(=O)N(C(C(=O)O1)C(C)C)C)C)C(C)C)NC(=O)C3=C4C(=C(C=C3)C)OC5=C(C(=O)C(=C(C5=N4)C(=O)NC6C(OC(=O)C(N(C(=O)CN(C(=O)C7CCCN7C(=O)C(NC6=O)C(C)C)C)C)C(C)C)C)N)C. Cell line: MOLT-4. Synergy scores: CSS=55.3, Synergy_ZIP=33.6, Synergy_Bliss=37.3, Synergy_Loewe=36.3, Synergy_HSA=38.1. (6) Drug 1: CC=C1C(=O)NC(C(=O)OC2CC(=O)NC(C(=O)NC(CSSCCC=C2)C(=O)N1)C(C)C)C(C)C. Drug 2: C1=CC=C(C=C1)NC(=O)CCCCCCC(=O)NO. Cell line: HL-60(TB). Synergy scores: CSS=55.5, Synergy_ZIP=0.935, Synergy_Bliss=0.468, Synergy_Loewe=-6.09, Synergy_HSA=-0.381. (7) Drug 1: C1CNP(=O)(OC1)N(CCCl)CCCl. Drug 2: CC12CCC3C(C1CCC2OP(=O)(O)O)CCC4=C3C=CC(=C4)OC(=O)N(CCCl)CCCl.[Na+]. Cell line: DU-145. Synergy scores: CSS=3.90, Synergy_ZIP=6.19, Synergy_Bliss=8.80, Synergy_Loewe=5.67, Synergy_HSA=4.98.